Dataset: Forward reaction prediction with 1.9M reactions from USPTO patents (1976-2016). Task: Predict the product of the given reaction. (1) Given the reactants COC[CH2:4][C@@H:5]1[CH2:9][N:8]([C:10]2[CH:11]=[CH:12][C:13]3[O:14][CH2:15][C:16](=[O:20])[NH:17][C:18]=3[N:19]=2)[C:7](=[O:21])[CH2:6]1.[O:22]1CCCC1.Cl.C(=O)([O-])O.[Na+], predict the reaction product. The product is: [OH:22][CH2:4][C@@H:5]1[CH2:9][N:8]([C:10]2[CH:11]=[CH:12][C:13]3[O:14][CH2:15][C:16](=[O:20])[NH:17][C:18]=3[N:19]=2)[C:7](=[O:21])[CH2:6]1. (2) Given the reactants C(=O)([O-])[O-].[Cs+].[Cs+].[CH2:7](Br)[C:8]1[CH:13]=[CH:12][CH:11]=[CH:10][CH:9]=1.[CH:15]([C:17]1[CH:22]=[CH:21][CH:20]=[CH:19][C:18]=1[NH:23][S:24]([CH3:27])(=[O:26])=[O:25])=O, predict the reaction product. The product is: [CH2:7]([N:23]1[C:18]2[CH:19]=[CH:20][CH:21]=[CH:22][C:17]=2[CH:15]=[CH:27][S:24]1(=[O:26])=[O:25])[C:8]1[CH:13]=[CH:12][CH:11]=[CH:10][CH:9]=1. (3) The product is: [F:8][C:6]1[CH:5]=[C:4]([C:9]2[N:18]=[C:17]([O:19][CH:20]3[CH2:37][CH:36]4[CH:22]([C:23](=[O:43])[N:24]([CH3:42])[CH2:25][CH2:26][CH2:27][CH2:28][CH:29]=[CH:30][CH:31]5[C:33]([C:39]([NH:53][S:50]([CH:47]6[CH2:49][CH2:48]6)(=[O:52])=[O:51])=[O:40])([NH:34][C:35]4=[O:38])[CH2:32]5)[CH2:21]3)[C:16]3[C:11](=[C:12]([CH3:46])[C:13]([O:44][CH3:45])=[CH:14][CH:15]=3)[N:10]=2)[CH:3]=[C:2]([F:1])[CH:7]=1. Given the reactants [F:1][C:2]1[CH:3]=[C:4]([C:9]2[N:18]=[C:17]([O:19][CH:20]3[CH2:37][CH:36]4[CH:22]([C:23](=[O:43])[N:24]([CH3:42])[CH2:25][CH2:26][CH2:27][CH2:28][CH:29]=[CH:30][CH:31]5[C:33]([C:39](O)=[O:40])([NH:34][C:35]4=[O:38])[CH2:32]5)[CH2:21]3)[C:16]3[C:11](=[C:12]([CH3:46])[C:13]([O:44][CH3:45])=[CH:14][CH:15]=3)[N:10]=2)[CH:5]=[C:6]([F:8])[CH:7]=1.[CH:47]1([S:50]([NH2:53])(=[O:52])=[O:51])[CH2:49][CH2:48]1, predict the reaction product. (4) Given the reactants C[O:2][C:3]([CH:5]1[CH2:8][CH2:7][N:6]1[C:9]([O:11][C:12]([CH3:15])([CH3:14])[CH3:13])=[O:10])=[O:4].O.[OH-].[Li+], predict the reaction product. The product is: [C:12]([O:11][C:9]([N:6]1[CH2:7][CH2:8][CH:5]1[C:3]([OH:4])=[O:2])=[O:10])([CH3:15])([CH3:13])[CH3:14]. (5) Given the reactants [N:1]1([C:7]2[S:11][C:10]([C:12]([OH:14])=O)=[CH:9][CH:8]=2)[CH2:6][CH2:5][CH2:4][CH2:3][CH2:2]1.[C:15]([O:19][C:20]([NH:22][C:23]1[CH:28]=[CH:27][CH:26]=[CH:25][C:24]=1[NH2:29])=[O:21])([CH3:18])([CH3:17])[CH3:16], predict the reaction product. The product is: [C:15]([O:19][C:20]([NH:22][C:23]1[CH:28]=[CH:27][CH:26]=[CH:25][C:24]=1[NH:29][C:12]([C:10]1[S:11][C:7]([N:1]2[CH2:2][CH2:3][CH2:4][CH2:5][CH2:6]2)=[CH:8][CH:9]=1)=[O:14])=[O:21])([CH3:18])([CH3:16])[CH3:17]. (6) Given the reactants [NH2:1][S:2]([C:5]1[S:9][C:8]([NH:10]C(=O)C)=[N:7][C:6]=1[CH3:14])(=[O:4])=[O:3].FC1C(F)=CC=CC=1CSC1N=C(NS(C2SC(NC(=O)C)=NC=2C)(=O)=O)C=C(OC)N=1, predict the reaction product. The product is: [NH2:10][C:8]1[S:9][C:5]([S:2]([NH2:1])(=[O:4])=[O:3])=[C:6]([CH3:14])[N:7]=1. (7) The product is: [CH3:35][NH:27][C@H:24]1[CH2:25][CH2:26][N:22]([C:3]2[C:2]([C:40]3[CH:41]=[N:36][CH:37]=[N:38][CH:39]=3)=[CH:7][C:6]([C:8]([NH:9][C:10]3[CH:15]=[CH:14][C:13]([O:16][C:17]([F:20])([F:19])[F:18])=[CH:12][CH:11]=3)=[O:21])=[CH:5][N:4]=2)[CH2:23]1. Given the reactants Br[C:2]1[C:3]([N:22]2[CH2:26][CH2:25][C@H:24]([N:27]([CH3:35])C(=O)OC(C)(C)C)[CH2:23]2)=[N:4][CH:5]=[C:6]([C:8](=[O:21])[NH:9][C:10]2[CH:15]=[CH:14][C:13]([O:16][C:17]([F:20])([F:19])[F:18])=[CH:12][CH:11]=2)[CH:7]=1.[N:36]1[CH:41]=[C:40](B(O)O)[CH:39]=[N:38][CH:37]=1, predict the reaction product. (8) Given the reactants [CH3:1][N:2]([CH3:20])[N:3]1[C:12]2[C:7](=[CH:8][C:9]([I:13])=[CH:10][CH:11]=2)[C:6](=[O:14])[C:5]([C:15]([O:17]CC)=[O:16])=[CH:4]1.[OH-].[Na+], predict the reaction product. The product is: [CH3:1][N:2]([CH3:20])[N:3]1[C:12]2[C:7](=[CH:8][C:9]([I:13])=[CH:10][CH:11]=2)[C:6](=[O:14])[C:5]([C:15]([OH:17])=[O:16])=[CH:4]1.